From a dataset of Forward reaction prediction with 1.9M reactions from USPTO patents (1976-2016). Predict the product of the given reaction. (1) Given the reactants [C:1]([C:4]1[N:5]=[C:6]2[C:12]3[CH:13]=[CH:14][C:15]([C:17]([O:19][CH3:20])=[O:18])=[CH:16][C:11]=3[O:10][CH2:9][CH2:8][N:7]2[CH:21]=1)(=O)[NH2:2].COC(OC)[N:25]([CH3:27])C.Cl.[F:31][C:32]([F:37])([F:36])[CH2:33][NH:34]N, predict the reaction product. The product is: [F:31][C:32]([F:37])([F:36])[CH2:33][N:34]1[C:1]([C:4]2[N:5]=[C:6]3[C:12]4[CH:13]=[CH:14][C:15]([C:17]([O:19][CH3:20])=[O:18])=[CH:16][C:11]=4[O:10][CH2:9][CH2:8][N:7]3[CH:21]=2)=[N:2][CH:27]=[N:25]1. (2) Given the reactants [CH3:1][C:2]1[CH:7]=[C:6]([CH3:8])[NH:5][C:4](=[O:9])[C:3]=1[CH2:10][NH:11][C:12](=[O:28])[C:13]1[CH:18]=[CH:17][CH:16]=[C:15]([C:19]2[N:23]([CH2:24][CH3:25])[N:22]=[CH:21][C:20]=2[CH3:26])[C:14]=1[CH3:27].[Br:29]N1C(=O)CCC1=O.ClCCl, predict the reaction product. The product is: [Br:29][C:7]1[C:2]([CH3:1])=[C:3]([CH2:10][NH:11][C:12](=[O:28])[C:13]2[CH:18]=[CH:17][CH:16]=[C:15]([C:19]3[N:23]([CH2:24][CH3:25])[N:22]=[CH:21][C:20]=3[CH3:26])[C:14]=2[CH3:27])[C:4](=[O:9])[NH:5][C:6]=1[CH3:8]. (3) Given the reactants [CH2:1]([N:5]1[C:13]2[N:12]=[C:11]([Cl:14])[N:10]([CH2:15][CH:16]=[CH2:17])[C:9]=2[C:8](=[O:18])[NH:7][C:6]1=[O:19])[CH2:2][CH2:3][CH3:4].C([O-])([O-])=O.[Cs+].[Cs+].[Br:26][C:27]1[CH:32]=[CH:31][C:30]([O:33][CH2:34][CH2:35]Br)=[CH:29][CH:28]=1, predict the reaction product. The product is: [Br:26][C:27]1[CH:32]=[CH:31][C:30]([O:33][CH2:34][CH2:35][N:7]2[C:8](=[O:18])[C:9]3[N:10]([CH2:15][CH:16]=[CH2:17])[C:11]([Cl:14])=[N:12][C:13]=3[N:5]([CH2:1][CH2:2][CH2:3][CH3:4])[C:6]2=[O:19])=[CH:29][CH:28]=1. (4) Given the reactants S(Cl)(Cl)=O.[CH:5]1([NH:10][C:11]2[N:16]=[C:15]([C:17]3[C:18]([C:30]4[CH:35]=[CH:34][C:33]([F:36])=[CH:32][CH:31]=4)=[N:19][N:20]4[C:25]([CH3:26])=[C:24]([C:27](O)=[O:28])[CH:23]=[CH:22][C:21]=34)[CH:14]=[CH:13][N:12]=2)[CH2:9][CH2:8][CH2:7][CH2:6]1.[CH:37]1([NH2:40])[CH2:39][CH2:38]1, predict the reaction product. The product is: [CH:5]1([NH:10][C:11]2[N:16]=[C:15]([C:17]3[C:18]([C:30]4[CH:35]=[CH:34][C:33]([F:36])=[CH:32][CH:31]=4)=[N:19][N:20]4[C:25]([CH3:26])=[C:24]([C:27]([NH:40][CH:37]5[CH2:39][CH2:38]5)=[O:28])[CH:23]=[CH:22][C:21]=34)[CH:14]=[CH:13][N:12]=2)[CH2:9][CH2:8][CH2:7][CH2:6]1.